This data is from Forward reaction prediction with 1.9M reactions from USPTO patents (1976-2016). The task is: Predict the product of the given reaction. (1) Given the reactants [C:1]([C:6]1[CH:7]=[C:8]([F:28])[C:9]([N:19]2[CH2:24][CH2:23][CH:22]([C:25]([OH:27])=O)[CH2:21][CH2:20]2)=[N:10][C:11]=1[CH2:12][N:13]1[CH2:17][CH2:16][CH2:15][C:14]1=[O:18])(=[O:5])[CH2:2][CH2:3][CH3:4].CN(C(ON1N=NC2C=CC=CC1=2)=[N+](C)C)C.[B-](F)(F)(F)F.CCN(C(C)C)C(C)C.[C:60]1([CH2:66][S:67]([NH2:70])(=[O:69])=[O:68])[CH:65]=[CH:64][CH:63]=[CH:62][CH:61]=1, predict the reaction product. The product is: [CH2:66]([S:67]([NH:70][C:25]([CH:22]1[CH2:23][CH2:24][N:19]([C:9]2[C:8]([F:28])=[CH:7][C:6]([C:1](=[O:5])[CH2:2][CH2:3][CH3:4])=[C:11]([CH2:12][N:13]3[CH2:17][CH2:16][CH2:15][C:14]3=[O:18])[N:10]=2)[CH2:20][CH2:21]1)=[O:27])(=[O:69])=[O:68])[C:60]1[CH:65]=[CH:64][CH:63]=[CH:62][CH:61]=1. (2) Given the reactants Cl[C:2]1[CH:7]=[C:6]([N:8]2[CH:12]=[CH:11][CH:10]=[N:9]2)[N:5]=[CH:4][N:3]=1.[NH3:13], predict the reaction product. The product is: [N:8]1([C:6]2[N:5]=[CH:4][N:3]=[C:2]([NH2:13])[CH:7]=2)[CH:12]=[CH:11][CH:10]=[N:9]1. (3) Given the reactants [NH2:1][NH2:2].[C:3]([O:7][C:8]([NH:10][CH:11]1[CH2:16][CH2:15][N:14]([C:17]2[CH:18]=[C:19]([CH:24]=[C:25]([Cl:27])[N:26]=2)[C:20](OC)=[O:21])[CH2:13][CH2:12]1)=[O:9])([CH3:6])([CH3:5])[CH3:4], predict the reaction product. The product is: [Cl:27][C:25]1[N:26]=[C:17]([N:14]2[CH2:13][CH2:12][CH:11]([NH:10][C:8](=[O:9])[O:7][C:3]([CH3:4])([CH3:5])[CH3:6])[CH2:16][CH2:15]2)[CH:18]=[C:19]([C:20]([NH:1][NH2:2])=[O:21])[CH:24]=1. (4) Given the reactants [F:1][C:2]1[CH:3]=[CH:4][C:5]([O:19][CH3:20])=[C:6]([C:8]([CH3:18])([CH3:17])[CH2:9][C:10]2([C:13]([F:16])([F:15])[F:14])[CH2:12][O:11]2)[CH:7]=1.[F:21][C:22]1[C:27]([N:28]2[C:32]3=[N:33][C:34]([CH3:38])=[N:35][C:36]([NH2:37])=[C:31]3[CH:30]=[N:29]2)=[CH:26][CH:25]=[CH:24][N:23]=1, predict the reaction product. The product is: [F:14][C:13]([F:16])([F:15])[C:10]([CH2:12][NH:37][C:36]1[N:35]=[C:34]([CH3:38])[N:33]=[C:32]2[N:28]([C:27]3[C:22]([F:21])=[N:23][CH:24]=[CH:25][CH:26]=3)[N:29]=[CH:30][C:31]=12)([OH:11])[CH2:9][C:8]([C:6]1[CH:7]=[C:2]([F:1])[CH:3]=[CH:4][C:5]=1[O:19][CH3:20])([CH3:18])[CH3:17]. (5) Given the reactants [C:1]1([CH:7](O)[CH2:8][C:9]2[CH:14]=[CH:13][CH:12]=[CH:11][CH:10]=2)[CH:6]=[CH:5][CH:4]=[CH:3][CH:2]=1.P(Br)(Br)[Br:17].O, predict the reaction product. The product is: [Br:17][CH:7]([C:1]1[CH:6]=[CH:5][CH:4]=[CH:3][CH:2]=1)[CH2:8][C:9]1[CH:14]=[CH:13][CH:12]=[CH:11][CH:10]=1. (6) The product is: [CH2:11]([O:10][C:5]1[CH:4]=[CH:3][C:2]([Cl:1])=[CH:9][C:6]=1[CH:7]=[O:8])[C:12]1[CH:17]=[CH:16][CH:15]=[CH:14][CH:13]=1. Given the reactants [Cl:1][C:2]1[CH:9]=[C:6]([CH:7]=[O:8])[C:5]([OH:10])=[CH:4][CH:3]=1.[CH2:11](Br)[C:12]1[CH:17]=[CH:16][CH:15]=[CH:14][CH:13]=1.C(=O)([O-])[O-].[K+].[K+].CN(C)C=O, predict the reaction product. (7) Given the reactants [CH3:1][O:2][C:3]1[CH:8]=[CH:7][C:6]([C:9]2[CH:14]=[CH:13][N:12]=[C:11]([NH2:15])[C:10]=2[NH2:16])=[CH:5][CH:4]=1.[O:17]1[CH:21]=[CH:20][CH:19]=[C:18]1[CH2:22][C:23](O)=O, predict the reaction product. The product is: [O:17]1[CH:21]=[CH:20][CH:19]=[C:18]1[CH2:22][C:23]1[NH:15][C:11]2=[N:12][CH:13]=[CH:14][C:9]([C:6]3[CH:7]=[CH:8][C:3]([O:2][CH3:1])=[CH:4][CH:5]=3)=[C:10]2[N:16]=1.